Dataset: NCI-60 drug combinations with 297,098 pairs across 59 cell lines. Task: Regression. Given two drug SMILES strings and cell line genomic features, predict the synergy score measuring deviation from expected non-interaction effect. (1) Drug 1: CC1=CC=C(C=C1)C2=CC(=NN2C3=CC=C(C=C3)S(=O)(=O)N)C(F)(F)F. Cell line: RPMI-8226. Synergy scores: CSS=46.0, Synergy_ZIP=3.15, Synergy_Bliss=1.22, Synergy_Loewe=-56.8, Synergy_HSA=-0.762. Drug 2: CC=C1C(=O)NC(C(=O)OC2CC(=O)NC(C(=O)NC(CSSCCC=C2)C(=O)N1)C(C)C)C(C)C. (2) Drug 1: CCC1=C2CN3C(=CC4=C(C3=O)COC(=O)C4(CC)O)C2=NC5=C1C=C(C=C5)O. Synergy scores: CSS=29.6, Synergy_ZIP=-6.71, Synergy_Bliss=1.01, Synergy_Loewe=-9.50, Synergy_HSA=1.60. Drug 2: C1=NC(=NC(=O)N1C2C(C(C(O2)CO)O)O)N. Cell line: NCI/ADR-RES. (3) Drug 1: CC1=CC=C(C=C1)C2=CC(=NN2C3=CC=C(C=C3)S(=O)(=O)N)C(F)(F)F. Drug 2: CN1C2=C(C=C(C=C2)N(CCCl)CCCl)N=C1CCCC(=O)O.Cl. Cell line: A549. Synergy scores: CSS=0.0730, Synergy_ZIP=1.83, Synergy_Bliss=2.44, Synergy_Loewe=2.26, Synergy_HSA=-0.576. (4) Drug 1: C1CC(C1)(C(=O)O)C(=O)O.[NH2-].[NH2-].[Pt+2]. Drug 2: CCCCCOC(=O)NC1=NC(=O)N(C=C1F)C2C(C(C(O2)C)O)O. Cell line: UACC62. Synergy scores: CSS=1.96, Synergy_ZIP=-1.38, Synergy_Bliss=-0.781, Synergy_Loewe=0.0486, Synergy_HSA=0.0487. (5) Cell line: SW-620. Synergy scores: CSS=36.7, Synergy_ZIP=-1.09, Synergy_Bliss=0.547, Synergy_Loewe=-8.20, Synergy_HSA=3.32. Drug 2: CCC1(C2=C(COC1=O)C(=O)N3CC4=CC5=C(C=CC(=C5CN(C)C)O)N=C4C3=C2)O.Cl. Drug 1: C1=CC=C(C=C1)NC(=O)CCCCCCC(=O)NO. (6) Drug 1: CN(C(=O)NC(C=O)C(C(C(CO)O)O)O)N=O. Drug 2: CC12CCC3C(C1CCC2OP(=O)(O)O)CCC4=C3C=CC(=C4)OC(=O)N(CCCl)CCCl.[Na+]. Cell line: KM12. Synergy scores: CSS=-23.8, Synergy_ZIP=13.3, Synergy_Bliss=-0.251, Synergy_Loewe=-38.4, Synergy_HSA=-33.4. (7) Drug 1: CC1=C(C(=CC=C1)Cl)NC(=O)C2=CN=C(S2)NC3=CC(=NC(=N3)C)N4CCN(CC4)CCO. Drug 2: CCC1(C2=C(COC1=O)C(=O)N3CC4=CC5=C(C=CC(=C5CN(C)C)O)N=C4C3=C2)O.Cl. Cell line: HCC-2998. Synergy scores: CSS=22.1, Synergy_ZIP=5.44, Synergy_Bliss=8.33, Synergy_Loewe=-2.30, Synergy_HSA=6.34.